This data is from Reaction yield outcomes from USPTO patents with 853,638 reactions. The task is: Predict the reaction yield, written as a fraction of the theoretical maximum amount of product (1.0 means a 100% yield; for example, 0.34 means a 34% yield). (1) The reactants are C[Mg]Br.[OH:4][C:5]1[CH:10]=[CH:9][C:8]([CH2:11][C:12](=[O:14])[CH3:13])=[CH:7][CH:6]=1.[C:15](OCC)(=O)C.Cl. The catalyst is O1CCCC1.O. The product is [OH:14][C:12]([CH3:15])([CH3:13])[CH2:11][C:8]1[CH:7]=[CH:6][C:5]([OH:4])=[CH:10][CH:9]=1. The yield is 0.770. (2) The reactants are Br[C:2]1[S:6][C:5]([CH:7]=O)=[CH:4][CH:3]=1.O[CH:10]1[CH2:15][CH2:14][NH:13][CH2:12][CH2:11]1.OC1CCN(C2SC(C=O)=CC=2)CC1.[CH3:30][O:31][C:32]1[CH:33]=[C:34]([CH:38]=[CH:39][C:40]=1[O:41][CH3:42])[CH2:35][C:36]#[N:37].COC1C=C(/C(=C/C2SC(N3CCC(O)CC3)=CC=2)/C#N)C=CC=1OC.BrCC(Br)=O.C(/C(/C1C=CC(OC)=C(OC)C=1)=C\C1SC([N:83]2[CH2:88][CH2:87][CH:86]([O:89][C:90](=[O:93])[CH2:91]Br)[CH2:85][CH2:84]2)=CC=1)#N.N1CCCCC1. The yield is 0.600. The catalyst is C(Cl)(Cl)Cl.C(N(CC)CC)C.N1C=CC=CC=1. The product is [C:36](/[C:35](/[C:34]1[CH:38]=[CH:39][C:40]([O:41][CH3:42])=[C:32]([O:31][CH3:30])[CH:33]=1)=[CH:7]\[C:5]1[S:6][C:2]([N:83]2[CH2:84][CH2:85][CH:86]([O:89][C:90](=[O:93])[CH2:91][N:13]3[CH2:14][CH2:15][CH2:10][CH2:11][CH2:12]3)[CH2:87][CH2:88]2)=[CH:3][CH:4]=1)#[N:37]. (3) The reactants are [CH2:1]([N:4]1[C:12]2[C:11](=[O:13])[NH:10][C:9](=[O:14])[NH:8][C:7]=2[N:6]=[CH:5]1)[CH:2]=[CH2:3].C(=O)([O-])[O-].[Na+].[Na+].[CH2:21](I)[CH2:22][CH2:23][CH2:24][CH3:25]. The catalyst is CN(C=O)C. The product is [CH2:21]([N:8]1[C:7]2[N:6]=[CH:5][N:4]([CH2:1][CH:2]=[CH2:3])[C:12]=2[C:11](=[O:13])[NH:10][C:9]1=[O:14])[CH2:22][CH2:23][CH2:24][CH3:25]. The yield is 0.560. (4) The reactants are [F:1][C:2]([F:9])([F:8])[C:3]([O:5]CC)=O.C[O-].[Na+].[CH3:13][C:14]([C:16]1[CH:21]=[CH:20][C:19]([F:22])=[CH:18][CH:17]=1)=[O:15]. The catalyst is C(OC)(C)(C)C.Cl. The product is [F:9][C:2]([F:1])([F:8])[C:3](=[O:5])[CH2:13][C:14]([C:16]1[CH:21]=[CH:20][C:19]([F:22])=[CH:18][CH:17]=1)=[O:15]. The yield is 0.970.